Dataset: Full USPTO retrosynthesis dataset with 1.9M reactions from patents (1976-2016). Task: Predict the reactants needed to synthesize the given product. Given the product [Br:1][CH2:17][C:16]([C:7]1[CH:6]=[N:5][N:4]([CH3:3])[C:8]=1[C:9]1[CH:14]=[CH:13][C:12]([CH3:15])=[CH:11][CH:10]=1)=[O:18], predict the reactants needed to synthesize it. The reactants are: [Br:1]Br.[CH3:3][N:4]1[C:8]([C:9]2[CH:14]=[CH:13][C:12]([CH3:15])=[CH:11][CH:10]=2)=[C:7]([C:16](=[O:18])[CH3:17])[CH:6]=[N:5]1.